From a dataset of Catalyst prediction with 721,799 reactions and 888 catalyst types from USPTO. Predict which catalyst facilitates the given reaction. (1) Reactant: [NH2:1][C:2]1[N:7]2[N:8]=[C:9]([C:11]3[O:12][CH:13]=[CH:14][CH:15]=3)[N:10]=[C:6]2[CH:5]=[C:4]([C:16]2[CH2:17][CH2:18][NH:19][CH2:20][CH:21]=2)[N:3]=1.[H][H]. Product: [NH2:1][C:2]1[N:7]2[N:8]=[C:9]([C:11]3[O:12][CH:13]=[CH:14][CH:15]=3)[N:10]=[C:6]2[CH:5]=[C:4]([CH:16]2[CH2:17][CH2:18][NH:19][CH2:20][CH2:21]2)[N:3]=1. The catalyst class is: 29. (2) Reactant: [Si](OS(C(F)(F)F)(=O)=O)(C)(C)C.[OH:13][C:14]1[CH:15]=[C:16]([C:31]([CH3:37])([CH3:36])[C:32]([O:34][CH3:35])=[O:33])[CH:17]=[C:18]([OH:30])[C:19]=1[C@@H:20]1[CH2:25][C:24](=[O:26])[C@H:23]2[CH2:27][C@H:21]1[C:22]2([CH3:29])[CH3:28].C(Cl)Cl.[N+](C)([O-])=O. Product: [CH3:35][O:34][C:32](=[O:33])[C:31]([C:16]1[CH:17]=[C:18]2[C:19]([C@@H:20]3[CH2:25][C:24](=[O:26])[CH2:23][CH2:27][C@H:21]3[C:22]([CH3:28])([CH3:29])[O:30]2)=[C:14]([OH:13])[CH:15]=1)([CH3:36])[CH3:37]. The catalyst class is: 13.